Dataset: Full USPTO retrosynthesis dataset with 1.9M reactions from patents (1976-2016). Task: Predict the reactants needed to synthesize the given product. (1) Given the product [CH3:18][O:19][CH2:20][C:21](=[O:27])[C:22](=[N:9][NH:1][C:2]1[CH:3]=[N:4][CH:5]=[CH:6][CH:7]=1)[C:23]([O:25][CH3:26])=[O:24], predict the reactants needed to synthesize it. The reactants are: [NH2:1][C:2]1[CH:3]=[N:4][CH:5]=[CH:6][CH:7]=1.Cl.[N:9]([O-])=O.[Na+].C([O-])(=O)C.[Na+].[CH3:18][O:19][CH2:20][C:21](=[O:27])[CH2:22][C:23]([O:25][CH3:26])=[O:24]. (2) Given the product [C:13]([O:12][C:10]([N:4]1[CH:3]([C@@H:1]([OH:2])[C@@H:25]([N+:26]([O-:28])=[O:27])[CH2:24][C:22]2[CH:23]=[C:18]([F:17])[CH:19]=[C:20]([F:29])[CH:21]=2)[CH2:7][O:6][C:5]1([CH3:9])[CH3:8])=[O:11])([CH3:16])([CH3:15])[CH3:14], predict the reactants needed to synthesize it. The reactants are: [CH:1]([C@H:3]1[CH2:7][O:6][C:5]([CH3:9])([CH3:8])[N:4]1[C:10]([O:12][C:13]([CH3:16])([CH3:15])[CH3:14])=[O:11])=[O:2].[F:17][C:18]1[CH:23]=[C:22]([CH2:24][CH2:25][N+:26]([O-:28])=[O:27])[CH:21]=[C:20]([F:29])[CH:19]=1.[F-].C([N+](CCCC)(CCCC)CCCC)CCC.[Cl-].[Na+]. (3) Given the product [CH2:1]([O:3][C:4](=[O:25])[C:5]1[CH:10]=[C:9]([N:11]2[C:15]([CH3:16])=[CH:14][CH:13]=[C:12]2[C:17]2[CH:22]=[C:21]([Br:23])[CH:20]=[CH:19][C:18]=2[O:24][CH2:29][C:28]2[CH:31]=[CH:32][C:33]([F:35])=[CH:34][C:27]=2[F:26])[CH:8]=[N:7][CH:6]=1)[CH3:2], predict the reactants needed to synthesize it. The reactants are: [CH2:1]([O:3][C:4](=[O:25])[C:5]1[CH:10]=[C:9]([N:11]2[C:15]([CH3:16])=[CH:14][CH:13]=[C:12]2[C:17]2[CH:22]=[C:21]([Br:23])[CH:20]=[CH:19][C:18]=2[OH:24])[CH:8]=[N:7][CH:6]=1)[CH3:2].[F:26][C:27]1[CH:34]=[C:33]([F:35])[CH:32]=[CH:31][C:28]=1[CH2:29]Br.C(=O)([O-])[O-].[K+].[K+]. (4) Given the product [CH3:1][O:2][C:3]1[CH:4]=[CH:5][C:6]([CH:9]2[CH2:17][CH2:16][CH2:15][C:14]3[NH:13][N:12]=[CH:11][C:10]2=3)=[CH:7][CH:8]=1, predict the reactants needed to synthesize it. The reactants are: [CH3:1][O:2][C:3]1[CH:8]=[CH:7][C:6]([C:9]2[C:10]3[CH:11]=[N:12][NH:13][C:14]=3[CH2:15][CH2:16][CH:17]=2)=[CH:5][CH:4]=1.C1COCC1. (5) Given the product [CH2:1]([O:3][C:4](=[O:24])[CH2:5][N:6]1[C:12](=[O:13])[N:11]([CH2:26][C:27]([CH:29]2[CH2:33][CH2:32][CH2:31][CH2:30]2)=[O:28])[C:10]2[CH:14]=[CH:15][CH:16]=[CH:17][C:9]=2[C:8]([CH:18]2[CH2:19][CH2:20][CH2:21][CH2:22][CH2:23]2)=[N:7]1)[CH3:2], predict the reactants needed to synthesize it. The reactants are: [CH2:1]([O:3][C:4](=[O:24])[CH2:5][N:6]1[C:12](=[O:13])[NH:11][C:10]2[CH:14]=[CH:15][CH:16]=[CH:17][C:9]=2[C:8]([CH:18]2[CH2:23][CH2:22][CH2:21][CH2:20][CH2:19]2)=[N:7]1)[CH3:2].Cl[CH2:26][C:27]([CH:29]1[CH2:33][CH2:32][CH2:31][CH2:30]1)=[O:28].[I-]. (6) Given the product [NH2:13][C:6]1[C:7]([C:10]([NH2:12])=[O:11])=[N:8][NH:9][C:5]=1[C:1]([CH3:4])([CH3:2])[CH3:3], predict the reactants needed to synthesize it. The reactants are: [C:1]([C:5]1[NH:9][N:8]=[C:7]([C:10]([NH2:12])=[O:11])[C:6]=1[N+:13]([O-])=O)([CH3:4])([CH3:3])[CH3:2].